Task: Predict the product of the given reaction.. Dataset: Forward reaction prediction with 1.9M reactions from USPTO patents (1976-2016) (1) Given the reactants C(O[C:4]([C:6]1[N:7]=[C:8]([C:11]2[CH:16]=[CH:15][CH:14]=[C:13]([C:17]3[CH2:18][C:19](=[O:35])[NH:20][C:21]4[CH:27]=[C:26]([C:28]5[CH:33]=[CH:32][C:31]([F:34])=[CH:30][CH:29]=5)[CH:25]=[CH:24][C:22]=4[N:23]=3)[CH:12]=2)[S:9][CH:10]=1)=[O:5])C, predict the reaction product. The product is: [OH:5][CH2:4][CH2:6][NH:7][C:4]([C:6]1[N:7]=[C:8]([C:11]2[CH:16]=[CH:15][CH:14]=[C:13]([C:17]3[CH2:18][C:19](=[O:35])[NH:20][C:21]4[CH:27]=[C:26]([C:28]5[CH:29]=[CH:30][C:31]([F:34])=[CH:32][CH:33]=5)[CH:25]=[CH:24][C:22]=4[N:23]=3)[CH:12]=2)[S:9][CH:10]=1)=[O:5]. (2) Given the reactants [Cl:1][C:2]1[CH:7]=[CH:6][C:5]([C:8](=O)[CH3:9])=[CH:4][CH:3]=1.[C:11]([CH2:13][C:14]([O:16][CH2:17][CH3:18])=[O:15])#[N:12].C([O-])(=O)C.[NH4+], predict the reaction product. The product is: [CH2:17]([O:16][C:14](=[O:15])[C:13]([C:11]#[N:12])=[C:8]([C:5]1[CH:6]=[CH:7][C:2]([Cl:1])=[CH:3][CH:4]=1)[CH3:9])[CH3:18]. (3) Given the reactants [C:1]([O:4][CH2:5][C@@H:6]1[C@@H:11]([O:12][C:13](=[O:15])[CH3:14])[C@H:10]([O:16][C:17](=[O:19])[CH3:18])[C@H:9]([O:20][C:21](=[O:23])[CH3:22])[C@@H:8]([O:24][C@H:25]2[C@H:30]([O:31][C:32](=[O:34])[CH3:33])[C@@H:29]([CH2:35][O:36][C:37](=[O:39])[CH3:38])[O:28][C@H:27](OC(=O)C)[C@H:26]2[O:44][C:45](=[O:47])[CH3:46])[O:7]1)(=[O:3])[CH3:2].[CH2:48]([Si](C)(C)C)C=C.O([Si](C)(C)C)S(C(F)(F)F)(=O)=O.[C:67](#N)[CH3:68], predict the reaction product. The product is: [C:37]([O:36][CH2:35][C@@H:29]1[C@@H:30]([O:31][C:32](=[O:34])[CH3:33])[C@H:25]([O:24][C@@H:8]2[C@@H:9]([O:20][C:21](=[O:23])[CH3:22])[C@@H:10]([O:16][C:17](=[O:19])[CH3:18])[C@H:11]([O:12][C:13](=[O:15])[CH3:14])[C@@H:6]([CH2:5][O:4][C:1](=[O:3])[CH3:2])[O:7]2)[C@H:26]([O:44][C:45](=[O:47])[CH3:46])[C@@H:27]([CH2:48][CH:67]=[CH2:68])[O:28]1)(=[O:39])[CH3:38].